Dataset: NCI-60 drug combinations with 297,098 pairs across 59 cell lines. Task: Regression. Given two drug SMILES strings and cell line genomic features, predict the synergy score measuring deviation from expected non-interaction effect. (1) Drug 1: C1=C(C(=O)NC(=O)N1)F. Drug 2: C1CN(CCN1C(=O)CCBr)C(=O)CCBr. Cell line: SNB-75. Synergy scores: CSS=13.4, Synergy_ZIP=-4.97, Synergy_Bliss=-3.38, Synergy_Loewe=-1.17, Synergy_HSA=0.325. (2) Drug 1: C1CC(C1)(C(=O)O)C(=O)O.[NH2-].[NH2-].[Pt+2]. Drug 2: C1=NC(=NC(=O)N1C2C(C(C(O2)CO)O)O)N. Cell line: NCI-H522. Synergy scores: CSS=28.9, Synergy_ZIP=-3.27, Synergy_Bliss=3.79, Synergy_Loewe=-30.3, Synergy_HSA=3.19.